Dataset: Full USPTO retrosynthesis dataset with 1.9M reactions from patents (1976-2016). Task: Predict the reactants needed to synthesize the given product. (1) Given the product [CH3:55][O:54][C:52](/[CH:51]=[CH:50]/[C:46]1[CH:45]=[C:44]([CH3:56])[C:43](/[CH:41]=[CH:2]/[C:3]2[CH:18]=[CH:17][C:6]([C:7]([O:9][CH2:10][C:11]3[CH:16]=[CH:15][CH:14]=[CH:13][CH:12]=3)=[O:8])=[CH:5][C:4]=2[N+:19]([O-:21])=[O:20])=[C:48]([CH3:49])[CH:47]=1)=[O:53], predict the reactants needed to synthesize it. The reactants are: Br[CH2:2][C:3]1[CH:18]=[CH:17][C:6]([C:7]([O:9][CH2:10][C:11]2[CH:16]=[CH:15][CH:14]=[CH:13][CH:12]=2)=[O:8])=[CH:5][C:4]=1[N+:19]([O-:21])=[O:20].C1(P(C2C=CC=CC=2)C2C=CC=CC=2)C=CC=CC=1.[CH:41]([C:43]1[C:48]([CH3:49])=[CH:47][C:46](/[CH:50]=[CH:51]/[C:52]([O:54][CH3:55])=[O:53])=[CH:45][C:44]=1[CH3:56])=O.C(=O)([O-])[O-].[K+].[K+]. (2) The reactants are: [CH3:1][C:2]([C:12]1[CH:16]=[C:15]([NH:17][C:18](=[O:31])[C:19]([CH3:30])([S:21]([CH:24]2[CH2:29][CH2:28][O:27][CH2:26][CH2:25]2)(=[O:23])=[O:22])[CH3:20])[O:14][N:13]=1)([CH3:11])[CH2:3][O:4]C1CCCCO1.C1(C)C=CC(S([O-])(=O)=O)=CC=1.[NH+]1C=CC=CC=1. Given the product [OH:4][CH2:3][C:2]([C:12]1[CH:16]=[C:15]([NH:17][C:18](=[O:31])[C:19]([CH3:30])([S:21]([CH:24]2[CH2:25][CH2:26][O:27][CH2:28][CH2:29]2)(=[O:23])=[O:22])[CH3:20])[O:14][N:13]=1)([CH3:11])[CH3:1], predict the reactants needed to synthesize it. (3) Given the product [NH2:5][CH:4]([CH:16]1[CH2:21][CH2:20][CH:19]([NH:22][C:23]([O:25][C:26]([CH3:29])([CH3:28])[CH3:27])=[O:24])[CH2:18][CH2:17]1)[C:3]([O:2][CH3:1])=[O:30], predict the reactants needed to synthesize it. The reactants are: [CH3:1][O:2][C:3](=[O:30])[C:4](=[C:16]1[CH2:21][CH2:20][CH:19]([NH:22][C:23]([O:25][C:26]([CH3:29])([CH3:28])[CH3:27])=[O:24])[CH2:18][CH2:17]1)[NH:5]C(OCC1C=CC=CC=1)=O. (4) The reactants are: [CH3:1][C:2]([S:8]([CH3:11])(=[O:10])=[O:9])([CH2:5][CH:6]=[CH2:7])[C:3]#[N:4].C([Li])CCC.CCCCCC.[F:23][C:24]1[CH:29]=[CH:28][C:27]([N+:30]([O-:32])=[O:31])=[CH:26][C:25]=1/[C:33](=[N:35]/[S@@:36]([C:38]([CH3:41])([CH3:40])[CH3:39])=[O:37])/[CH3:34].C[Al](C)C. Given the product [C:3]([C:2]([S:8]([CH2:11][C@:33]([NH:35][S@@:36]([C:38]([CH3:39])([CH3:41])[CH3:40])=[O:37])([C:25]1[CH:26]=[C:27]([N+:30]([O-:32])=[O:31])[CH:28]=[CH:29][C:24]=1[F:23])[CH3:34])(=[O:9])=[O:10])([CH2:5][CH:6]=[CH2:7])[CH3:1])#[N:4], predict the reactants needed to synthesize it. (5) Given the product [Cl:24][C:25]1[C:26]([C:32]([N:34]2[CH2:35][CH2:36][N:37]([CH3:40])[CH2:38][CH2:39]2)=[O:33])=[N:27][CH:28]=[C:29]([NH:8][C:5]2[N:4]=[C:3]([C:9]3[N:10]([CH:18]4[CH2:23][CH2:22][O:21][CH2:20][CH2:19]4)[C:11]([C:14]([F:16])([F:15])[F:17])=[N:12][CH:13]=3)[C:2]([F:1])=[CH:7][N:6]=2)[CH:30]=1, predict the reactants needed to synthesize it. The reactants are: [F:1][C:2]1[C:3]([C:9]2[N:10]([CH:18]3[CH2:23][CH2:22][O:21][CH2:20][CH2:19]3)[C:11]([C:14]([F:17])([F:16])[F:15])=[N:12][CH:13]=2)=[N:4][C:5]([NH2:8])=[N:6][CH:7]=1.[Cl:24][C:25]1[C:26]([C:32]([N:34]2[CH2:39][CH2:38][N:37]([CH3:40])[CH2:36][CH2:35]2)=[O:33])=[N:27][CH:28]=[C:29](Cl)[CH:30]=1.C([O-])([O-])=O.[Cs+].[Cs+].CC(C1C=C(C(C)C)C(C2C=CC=CC=2P(C2CCCCC2)C2CCCCC2)=C(C(C)C)C=1)C. (6) Given the product [Cl:1][C:2]1[CH:3]=[CH:4][C:5]([NH:8][C:9]([C:11]2[O:12][C:13]3[CH:35]=[CH:34][C:33]([CH2:36][CH2:37][OH:38])=[CH:32][C:14]=3[C:15]=2[NH:16][C:17]([C@H:19]2[CH2:24][CH2:23][C@H:22]([C:25]([N:27]3[CH2:31][CH2:30][CH2:29][CH2:28]3)=[O:26])[CH2:21][CH2:20]2)=[O:18])=[O:10])=[N:6][CH:7]=1, predict the reactants needed to synthesize it. The reactants are: [Cl:1][C:2]1[CH:3]=[CH:4][C:5]([NH:8][C:9]([C:11]2[O:12][C:13]3[CH:35]=[CH:34][C:33]([CH2:36][C:37](OC)=[O:38])=[CH:32][C:14]=3[C:15]=2[NH:16][C:17]([C@H:19]2[CH2:24][CH2:23][C@H:22]([C:25]([N:27]3[CH2:31][CH2:30][CH2:29][CH2:28]3)=[O:26])[CH2:21][CH2:20]2)=[O:18])=[O:10])=[N:6][CH:7]=1.[BH4-].[Li+].Cl.C(=O)([O-])O.[Na+]. (7) Given the product [CH3:10][O:9][C:7]([C:4]1[S:5][CH:6]=[C:2]([CH:21]=[O:22])[N:3]=1)([O:11][CH3:12])[CH3:8], predict the reactants needed to synthesize it. The reactants are: Br[C:2]1[N:3]=[C:4]([C:7]([O:11][CH3:12])([O:9][CH3:10])[CH3:8])[S:5][CH:6]=1.[Li]CCCC.CN([CH:21]=[O:22])C.O. (8) Given the product [Br:25][C:26]1[CH:31]=[CH:30][C:29]([O:13][CH2:12][C:11]2[N:10]([C:14]3[CH:19]=[CH:18][C:17]([C:20]([NH:22][CH2:23][CH3:24])=[O:21])=[CH:16][CH:15]=3)[N:9]=[N:8][C:7]=2[C:5]([NH:4][CH:1]2[CH2:2][CH2:3]2)=[O:6])=[CH:28][CH:27]=1, predict the reactants needed to synthesize it. The reactants are: [CH:1]1([NH:4][C:5]([C:7]2[N:8]=[N:9][N:10]([C:14]3[CH:19]=[CH:18][C:17]([C:20]([NH:22][CH2:23][CH3:24])=[O:21])=[CH:16][CH:15]=3)[C:11]=2[CH2:12][OH:13])=[O:6])[CH2:3][CH2:2]1.[Br:25][C:26]1[CH:31]=[CH:30][C:29](O)=[CH:28][CH:27]=1.C(P(CCCC)CCCC)CCC.C1CCN(C(N=NC(N2CCCCC2)=O)=O)CC1. (9) Given the product [CH2:12]([O:20][CH2:21][CH2:22][CH2:23][C:24]([C:10]1[O:11][C:7]([C:2]2[CH:3]=[CH:4][CH:5]=[CH:6][N:1]=2)=[CH:8][N:9]=1)=[O:25])[CH2:13][C:14]1[CH:19]=[CH:18][CH:17]=[CH:16][CH:15]=1, predict the reactants needed to synthesize it. The reactants are: [N:1]1[CH:6]=[CH:5][CH:4]=[CH:3][C:2]=1[C:7]1[O:11][CH:10]=[N:9][CH:8]=1.[CH2:12]([O:20][CH2:21][CH2:22][CH2:23][C:24](O)=[O:25])[CH2:13][C:14]1[CH:19]=[CH:18][CH:17]=[CH:16][CH:15]=1.